From a dataset of Reaction yield outcomes from USPTO patents with 853,638 reactions. Predict the reaction yield, written as a fraction of the theoretical maximum amount of product (1.0 means a 100% yield; for example, 0.34 means a 34% yield). (1) The reactants are [NH2:1][C@@H:2]([CH2:33][C:34]1[CH:39]=[CH:38][CH:37]=[CH:36][CH:35]=1)[C@@H:3]([OH:32])[CH2:4][C@H:5]([NH:19][C:20]([C@@H:22]([NH:27][C:28](=[O:31])[O:29][CH3:30])[C:23]([CH3:26])([CH3:25])[CH3:24])=[O:21])[CH2:6][C:7]1[CH:12]=[CH:11][C:10]([C:13]2[CH:18]=[CH:17][CH:16]=[CH:15][N:14]=2)=[CH:9][CH:8]=1.[CH3:40][C:41]([CH3:61])([CH3:60])[C@H:42]([N:46]1[CH2:50][CH2:49][N:48]([CH2:51][C:52]2[CH:57]=[CH:56][CH:55]=[CH:54][C:53]=2[CH3:58])[C:47]1=[O:59])[C:43](O)=[O:44].CCOP(ON1N=NC2C=CC=CC=2C1=O)(OCC)=O.C(N(CC)C(C)C)(C)C. The catalyst is C1COCC1. The product is [CH3:40][C:41]([CH3:61])([CH3:60])[C@H:42]([N:46]1[CH2:50][CH2:49][N:48]([CH2:51][C:52]2[CH:57]=[CH:56][CH:55]=[CH:54][C:53]=2[CH3:58])[C:47]1=[O:59])[C:43]([NH:1][C@@H:2]([CH2:33][C:34]1[CH:35]=[CH:36][CH:37]=[CH:38][CH:39]=1)[C@@H:3]([OH:32])[CH2:4][C@H:5]([NH:19][C:20]([C@@H:22]([NH:27][C:28](=[O:31])[O:29][CH3:30])[C:23]([CH3:26])([CH3:25])[CH3:24])=[O:21])[CH2:6][C:7]1[CH:12]=[CH:11][C:10]([C:13]2[CH:18]=[CH:17][CH:16]=[CH:15][N:14]=2)=[CH:9][CH:8]=1)=[O:44]. The yield is 0.420. (2) The reactants are Br[C:2]1[Se:6][C:5]([C:7]([NH:9][C:10]2[CH:15]=[CH:14][CH:13]=[CH:12][C:11]=2[F:16])=[O:8])=[CH:4][CH:3]=1.[Cl:17][C:18]1[C:19](B2OC(C)(C)C(C)(C)O2)=[CH:20][C:21]2[O:25][C:24]([CH3:26])=[N:23][C:22]=2[CH:27]=1.C(=O)([O-])[O-].[Na+].[Na+].CC(=O)OCC.[Cl-].[Na+].O. The catalyst is COCCOC.CCO.O.[Pd].C1(P(C2C=CC=CC=2)C2C=CC=CC=2)C=CC=CC=1.C1(P(C2C=CC=CC=2)C2C=CC=CC=2)C=CC=CC=1.C1(P(C2C=CC=CC=2)C2C=CC=CC=2)C=CC=CC=1.C1(P(C2C=CC=CC=2)C2C=CC=CC=2)C=CC=CC=1. The product is [Cl:17][C:18]1[C:19]([C:2]2[Se:6][C:5]([C:7]([NH:9][C:10]3[CH:15]=[CH:14][CH:13]=[CH:12][C:11]=3[F:16])=[O:8])=[CH:4][CH:3]=2)=[CH:20][C:21]2[O:25][C:24]([CH3:26])=[N:23][C:22]=2[CH:27]=1. The yield is 0.117. (3) The reactants are Br[C:2]1[CH:3]=[C:4]2[C:9](=[N:10][CH:11]=1)[NH:8][C:7](=[O:12])[CH2:6][CH2:5]2.[C:13]([O:17][C:18]([CH3:21])([CH3:20])[CH3:19])(=[O:16])[CH:14]=[CH2:15].CCN(C(C)C)C(C)C.CC1C=CC=CC=1P(C1C=CC=CC=1C)C1C=CC=CC=1C. The catalyst is C(#N)CC.CN(C=O)C.CC([O-])=O.CC([O-])=O.[Pd+2]. The product is [O:12]=[C:7]1[NH:8][C:9]2[N:10]=[CH:11][C:2](/[CH:15]=[CH:14]/[C:13]([O:17][C:18]([CH3:21])([CH3:20])[CH3:19])=[O:16])=[CH:3][C:4]=2[CH2:5][CH2:6]1. The yield is 0.450.